From a dataset of Full USPTO retrosynthesis dataset with 1.9M reactions from patents (1976-2016). Predict the reactants needed to synthesize the given product. (1) Given the product [CH3:1][C:2]1[CH:6]=[C:5]([CH3:7])[N:4]([CH2:8][C:9]([N:11]2[CH2:16][CH2:15][N:14]([C:17]3[CH:22]=[CH:21][CH:20]=[CH:19][C:18]=3[C:23]3[CH:24]=[N:25][C:26]([NH:37][CH3:36])=[N:27][CH:28]=3)[CH2:13][CH2:12]2)=[O:10])[N:3]=1, predict the reactants needed to synthesize it. The reactants are: [CH3:1][C:2]1[CH:6]=[C:5]([CH3:7])[N:4]([CH2:8][C:9]([N:11]2[CH2:16][CH2:15][N:14]([C:17]3[CH:22]=[CH:21][CH:20]=[CH:19][C:18]=3[C:23]3[CH:24]=[N:25][C:26](S(C)(=O)=O)=[N:27][CH:28]=3)[CH2:13][CH2:12]2)=[O:10])[N:3]=1.CN.C[CH2:36][N:37](C(C)C)C(C)C. (2) Given the product [F:1][C:2]1[CH:7]=[CH:6][C:5]([F:8])=[CH:4][C:3]=1[C@H:9]1[CH2:13][CH2:12][CH2:11][N:10]1[C:14]1[CH:19]=[CH:18][N:17]2[N:20]=[CH:21][C:22]([C:23]3[S:30][C:28]([NH2:29])=[N:26][N:27]=3)=[C:16]2[N:15]=1, predict the reactants needed to synthesize it. The reactants are: [F:1][C:2]1[CH:7]=[CH:6][C:5]([F:8])=[CH:4][C:3]=1[C@H:9]1[CH2:13][CH2:12][CH2:11][N:10]1[C:14]1[CH:19]=[CH:18][N:17]2[N:20]=[CH:21][C:22]([C:23](O)=O)=[C:16]2[N:15]=1.[NH:26]([C:28](=[S:30])[NH2:29])[NH2:27].O=P(Cl)(Cl)Cl. (3) Given the product [CH3:13][CH:12]([CH3:14])[C:11](=[O:15])[CH2:6][C:5]1[CH:8]=[CH:9][CH:10]=[C:3]([O:2][CH3:1])[CH:4]=1, predict the reactants needed to synthesize it. The reactants are: [CH3:1][O:2][C:3]1[CH:4]=[C:5]([CH:8]=[CH:9][CH:10]=1)[CH2:6]Br.[C:11](Cl)(=[O:15])[CH:12]([CH3:14])[CH3:13].O. (4) The reactants are: [S:1]1[C:5]2[CH:6]=[CH:7][CH:8]=[CH:9][C:4]=2[N:3]=[C:2]1[N:10]([CH2:33][O:34][CH2:35][CH2:36][Si:37]([CH3:40])([CH3:39])[CH3:38])[C:11]([C:13]1[CH:14]=[CH:15][CH:16]=[C:17]2[C:22]=1[CH2:21][N:20]([C:23]1[S:24][C:25](I)=[C:26]([C:28]([O:30][CH3:31])=[O:29])[N:27]=1)[CH2:19][CH2:18]2)=[O:12].[CH2:41]([C:44]1[CH:49]=[CH:48][CH:47]=[CH:46][CH:45]=1)[C:42]#[CH:43].C(N(CC)CC)C. Given the product [S:1]1[C:5]2[CH:6]=[CH:7][CH:8]=[CH:9][C:4]=2[N:3]=[C:2]1[N:10]([CH2:33][O:34][CH2:35][CH2:36][Si:37]([CH3:40])([CH3:39])[CH3:38])[C:11]([C:13]1[CH:14]=[CH:15][CH:16]=[C:17]2[C:22]=1[CH2:21][N:20]([C:23]1[S:24][C:25]([C:43]#[C:42][CH2:41][C:44]3[CH:49]=[CH:48][CH:47]=[CH:46][CH:45]=3)=[C:26]([C:28]([O:30][CH3:31])=[O:29])[N:27]=1)[CH2:19][CH2:18]2)=[O:12], predict the reactants needed to synthesize it. (5) Given the product [CH2:29]([O:28][C:21](=[O:27])/[C:22](/[O-:24])=[C:12](\[CH3:13])/[C:11](=[O:14])[C:15]1[CH:20]=[CH:19][CH:18]=[CH:17][CH:16]=1)[CH3:30].[Li+:1], predict the reactants needed to synthesize it. The reactants are: [Li+:1].C[Si]([N-][Si](C)(C)C)(C)C.[C:11]([C:15]1[CH:20]=[CH:19][CH:18]=[CH:17][CH:16]=1)(=[O:14])[CH2:12][CH3:13].[C:21]([O:28][CH2:29][CH3:30])(=[O:27])[C:22]([O:24]CC)=O.